Dataset: Full USPTO retrosynthesis dataset with 1.9M reactions from patents (1976-2016). Task: Predict the reactants needed to synthesize the given product. (1) Given the product [F:1][C:2]1[CH:30]=[CH:29][C:5]([O:6][C:7]2[CH:8]=[CH:9][C:10]([NH:13][C:14]([C@@H:16]3[CH2:20][C@@H:19]([OH:21])[CH2:18][NH:17]3)=[O:15])=[CH:11][CH:12]=2)=[CH:4][CH:3]=1, predict the reactants needed to synthesize it. The reactants are: [F:1][C:2]1[CH:30]=[CH:29][C:5]([O:6][C:7]2[CH:12]=[CH:11][C:10]([NH:13][C:14]([C@@H:16]3[CH2:20][C@@H:19]([OH:21])[CH2:18][N:17]3C(OC(C)(C)C)=O)=[O:15])=[CH:9][CH:8]=2)=[CH:4][CH:3]=1. (2) Given the product [Si:17]([O:16][C@@H:14]([CH3:15])[C@H:13]([C:11]1[O:12][C:8]([C:5]2[CH:4]=[CH:3][C:2]([NH:1][C:35](=[O:37])[CH3:36])=[CH:7][CH:6]=2)=[N:9][N:10]=1)[NH:24][C:25]1[CH:32]=[C:29]([C:30]#[N:31])[C:28]([Cl:33])=[CH:27][C:26]=1[CH3:34])([C:20]([CH3:23])([CH3:21])[CH3:22])([CH3:19])[CH3:18], predict the reactants needed to synthesize it. The reactants are: [NH2:1][C:2]1[CH:7]=[CH:6][C:5]([C:8]2[O:12][C:11]([C@H:13]([NH:24][C:25]3[C:26]([CH3:34])=[CH:27][C:28]([Cl:33])=[C:29]([CH:32]=3)[C:30]#[N:31])[C@@H:14]([O:16][Si:17]([C:20]([CH3:23])([CH3:22])[CH3:21])([CH3:19])[CH3:18])[CH3:15])=[N:10][N:9]=2)=[CH:4][CH:3]=1.[C:35](Cl)(=[O:37])[CH3:36]. (3) Given the product [F:30][C:25]1[CH:26]=[CH:27][CH:28]=[CH:29][C:24]=1[CH2:23][C:21]1[N:20]=[CH:19][C:16]2[CH2:17][CH2:18][NH:12][CH2:13][CH2:14][C:15]=2[N:22]=1, predict the reactants needed to synthesize it. The reactants are: C([O-])=O.[NH4+].C([N:12]1[CH2:18][CH2:17][C:16]2[C:19](Cl)=[N:20][C:21]([CH2:23][C:24]3[CH:29]=[CH:28][CH:27]=[CH:26][C:25]=3[F:30])=[N:22][C:15]=2[CH2:14][CH2:13]1)C1C=CC=CC=1. (4) Given the product [Cl:24][C:18]1[C:15]2[CH:16]=[N:17][C:12]([NH:11][C:9](=[O:10])[C:8]3[CH:22]=[CH:23][C:5]([C:2]([OH:1])([CH3:3])[CH3:4])=[CH:6][CH:7]=3)=[CH:13][C:14]=2[N:20]([CH3:21])[CH:19]=1, predict the reactants needed to synthesize it. The reactants are: [OH:1][C:2]([C:5]1[CH:23]=[CH:22][C:8]([C:9]([NH:11][C:12]2[N:17]=[CH:16][C:15]3[CH:18]=[CH:19][N:20]([CH3:21])[C:14]=3[CH:13]=2)=[O:10])=[CH:7][CH:6]=1)([CH3:4])[CH3:3].[Cl:24]N1C(=O)CCC1=O.O. (5) Given the product [C:11]([CH:10]([NH:16][CH:17]1[CH2:23][CH2:22][C:21]2[CH:24]=[CH:25][CH:26]=[CH:27][C:20]=2[N:19]([CH2:28][C:29]([O:31][C:32]([CH3:34])([CH3:33])[CH3:35])=[O:30])[C:18]1=[O:36])[CH2:9][CH2:1][C:2]1[CH:3]=[CH:4][CH:5]=[CH:6][CH:7]=1)([OH:13])=[O:12], predict the reactants needed to synthesize it. The reactants are: [C:1]([CH:9]=[CH:10][C:11]([O:13]CC)=[O:12])(=O)[C:2]1[CH:7]=[CH:6][CH:5]=[CH:4][CH:3]=1.[NH2:16][C@H:17]1[CH2:23][CH2:22][C:21]2[CH:24]=[CH:25][CH:26]=[CH:27][C:20]=2[N:19]([CH2:28][C:29]([O:31][C:32]([CH3:35])([CH3:34])[CH3:33])=[O:30])[C:18]1=[O:36].C(O)(=O)C. (6) The reactants are: [CH2:1]([O:5][C:6]1[N:14]=[C:13]2[C:9]([N:10]=[C:11]([O:24][CH3:25])[N:12]2[CH2:15][CH2:16][CH2:17][CH:18]2CC[CH2:21][CH2:20][NH:19]2)=[C:8]([NH2:26])[N:7]=1)[CH2:2][CH2:3][CH3:4].NC1N=C(OCCCC)N=C2C=1N=C(OC)N2CC1CCN(C(OCC2C=CC=CC=2)=O)CC1. Given the product [CH2:1]([O:5][C:6]1[N:14]=[C:13]2[C:9]([N:10]=[C:11]([O:24][CH3:25])[N:12]2[CH2:15][CH:16]2[CH2:17][CH2:18][NH:19][CH2:20][CH2:21]2)=[C:8]([NH2:26])[N:7]=1)[CH2:2][CH2:3][CH3:4], predict the reactants needed to synthesize it. (7) Given the product [ClH:34].[NH2:8][CH2:9][C:10]1[N:11]([CH2:30][CH:31]([CH3:33])[CH3:32])[C:12](=[O:29])[C:13]2[C:18]([C:19]=1[C:20]1[S:21][CH:22]=[CH:23][CH:24]=1)=[CH:17][C:16]([C:25]([O:27][CH3:28])=[O:26])=[CH:15][CH:14]=2, predict the reactants needed to synthesize it. The reactants are: C(OC([NH:8][CH2:9][C:10]1[N:11]([CH2:30][CH:31]([CH3:33])[CH3:32])[C:12](=[O:29])[C:13]2[C:18]([C:19]=1[C:20]1[S:21][CH:22]=[CH:23][CH:24]=1)=[CH:17][C:16]([C:25]([O:27][CH3:28])=[O:26])=[CH:15][CH:14]=2)=O)(C)(C)C.[ClH:34]. (8) Given the product [OH:1][CH2:2][C@:3]12[CH2:10][C@H:9]([NH:11][C:12](=[O:18])[O:13][C:14]([CH3:16])([CH3:15])[CH3:17])[CH2:8][C@H:4]1[O:5][CH2:6][CH2:7]2, predict the reactants needed to synthesize it. The reactants are: [OH:1][CH2:2][C@:3]12[CH2:10][C@H:9]([NH:11][C:12](=[O:18])[O:13][C:14]([CH3:17])([CH3:16])[CH3:15])[C@H:8]([Se]C3C=CC=CC=3)[C@H:4]1[O:5][CH2:6][CH2:7]2.CC(N=NC(C#N)(C)C)(C#N)C.C[Si]([SiH]([Si](C)(C)C)[Si](C)(C)C)(C)C.